Dataset: Reaction yield outcomes from USPTO patents with 853,638 reactions. Task: Predict the reaction yield, written as a fraction of the theoretical maximum amount of product (1.0 means a 100% yield; for example, 0.34 means a 34% yield). (1) The reactants are [F:1][C:2]([F:13])([F:12])[CH2:3][C:4]([CH3:11])([CH3:10])[C:5]([O:7]CC)=[O:6].[Li+].[OH-].O. The catalyst is CO. The product is [F:1][C:2]([F:12])([F:13])[CH2:3][C:4]([CH3:10])([CH3:11])[C:5]([OH:7])=[O:6]. The yield is 1.00. (2) The reactants are [CH2:1]([N:3]1[C:12]2[C:7](=[CH:8][CH:9]=[CH:10][CH:11]=2)[NH:6][C:5](=O)[C:4]1=[O:14])[CH3:2].P(Br)(Br)([Br:17])=O.C(=O)([O-])[O-].[Na+].[Na+]. The catalyst is ClC(Cl)C. The product is [Br:17][C:5]1[C:4](=[O:14])[N:3]([CH2:1][CH3:2])[C:12]2[C:7]([N:6]=1)=[CH:8][CH:9]=[CH:10][CH:11]=2. The yield is 0.530. (3) The reactants are [H-].[Na+].C(OC([N:10]1[CH2:15][CH2:14][CH:13]([CH2:16][CH2:17][OH:18])[CH2:12][CH2:11]1)=O)(C)(C)C.Br[CH2:20][C:21]1[CH:26]=[CH:25][C:24]([O:27][CH3:28])=[CH:23][CH:22]=1. The catalyst is C1COCC1. The product is [CH3:28][O:27][C:24]1[CH:25]=[CH:26][C:21]([CH2:20][O:18][CH2:17][CH2:16][CH:13]2[CH2:12][CH2:11][NH:10][CH2:15][CH2:14]2)=[CH:22][CH:23]=1. The yield is 0.380. (4) The reactants are [CH2:1]([OH:8])[C:2]1[CH:7]=[CH:6][CH:5]=[CH:4][CH:3]=1.Cl[S:10]([N:13]=[C:14]=[O:15])(=[O:12])=[O:11].[NH2:16][CH2:17][CH2:18][C:19]1[CH:24]=[CH:23][CH:22]=[CH:21][N:20]=1.Cl. The catalyst is C(#N)C.N1C=CC=CC=1. The product is [N:20]1[CH:21]=[CH:22][CH:23]=[CH:24][C:19]=1[CH2:18][CH2:17][NH:16][S:10]([NH:13][C:14](=[O:15])[O:8][CH2:1][C:2]1[CH:7]=[CH:6][CH:5]=[CH:4][CH:3]=1)(=[O:12])=[O:11]. The yield is 0.740. (5) The reactants are C[O:2][C:3]1[CH:4]=[C:5]([C:9](=[O:12])[CH2:10][CH3:11])[CH:6]=[CH:7][CH:8]=1.[Cl-].[Al+3].[Cl-].[Cl-].Cl. The catalyst is C1(C)C=CC=CC=1. The product is [OH:2][C:3]1[CH:4]=[C:5]([C:9](=[O:12])[CH2:10][CH3:11])[CH:6]=[CH:7][CH:8]=1. The yield is 0.940. (6) The reactants are [CH3:1][C:2]1[CH:11]=[C:10]([C:12]#[C:13][CH2:14][CH2:15][CH2:16][CH2:17][CH2:18][CH3:19])[CH:9]=[CH:8][C:3]=1[C:4]([O:6][CH3:7])=[O:5]. The catalyst is CO.[Pd]. The product is [CH3:1][C:2]1[CH:11]=[C:10]([CH2:12][CH2:13][CH2:14][CH2:15][CH2:16][CH2:17][CH2:18][CH3:19])[CH:9]=[CH:8][C:3]=1[C:4]([O:6][CH3:7])=[O:5]. The yield is 0.840. (7) The reactants are [S:1]1[C:5]2[CH:6]=[C:7]([N:10]3[CH2:14][CH2:13][NH:12][C:11]3=[O:15])[CH:8]=[CH:9][C:4]=2[N:3]=[CH:2]1.Br[C:17]1[CH:18]=[N:19][CH:20]=[CH:21][C:22]=1[CH:23]=[O:24].N[C@@H]1CCCC[C@H]1N.P([O-])([O-])([O-])=O.[K+].[K+].[K+]. The catalyst is [Cu](I)I.O1CCOCC1. The product is [S:1]1[C:5]2[CH:6]=[C:7]([N:10]3[CH2:14][CH2:13][N:12]([C:17]4[CH:18]=[N:19][CH:20]=[CH:21][C:22]=4[CH:23]=[O:24])[C:11]3=[O:15])[CH:8]=[CH:9][C:4]=2[N:3]=[CH:2]1. The yield is 0.289. (8) The reactants are C(O[CH:4]=[CH:5][C:6](=O)[C:7]([F:10])([F:9])[CH3:8])C.S(O)(O)(=O)=O.[NH2:17][C:18]1[NH:19][CH:20]=[CH:21][N:22]=1.[NH2:17][C:18]1[NH:19][CH:20]=[CH:21][N:22]=1.C[O-].[Na+]. The catalyst is C(O)C. The product is [F:10][C:7]([C:6]1[CH:5]=[CH:4][N:19]2[CH:20]=[CH:21][N:22]=[C:18]2[N:17]=1)([F:9])[CH3:8]. The yield is 0.490. (9) The reactants are [Si]([O:8][C:9]1[CH:10]=[CH:11][CH:12]=[C:13]2[C:18]=1[N:17]=[C:16]([C:19]1[N:23]3[CH:24]=[CH:25][C:26]([O:28][CH2:29][CH2:30][O:31][CH3:32])=[CH:27][C:22]3=[N:21][N:20]=1)[CH:15]=[CH:14]2)(C(C)(C)C)(C)C.Cl.[OH-].[Na+]. The catalyst is C1COCC1.CCOC(C)=O. The product is [CH3:32][O:31][CH2:30][CH2:29][O:28][C:26]1[CH:25]=[CH:24][N:23]2[C:19]([C:16]3[CH:15]=[CH:14][C:13]4[C:18](=[C:9]([OH:8])[CH:10]=[CH:11][CH:12]=4)[N:17]=3)=[N:20][N:21]=[C:22]2[CH:27]=1. The yield is 0.770. (10) The reactants are [CH3:1][O:2][C:3]1[CH:4]=[C:5](I)[CH:6]=[C:7]([O:10][CH3:11])[C:8]=1[Br:9].[O:13]1[CH:17]=[CH:16][CH:15]=[C:14]1B(O)O.C([O-])([O-])=O.[Na+].[Na+].C1COCC1. The catalyst is [Br-].C([N+](CCCC)(CCCC)CCCC)CCC.C1(P(C2C=CC=CC=2)C2C=CC=CC=2)C=CC=CC=1.O. The product is [Br:9][C:8]1[C:3]([O:2][CH3:1])=[CH:4][C:5]([C:14]2[O:13][CH:17]=[CH:16][CH:15]=2)=[CH:6][C:7]=1[O:10][CH3:11]. The yield is 0.910.